Dataset: Catalyst prediction with 721,799 reactions and 888 catalyst types from USPTO. Task: Predict which catalyst facilitates the given reaction. (1) The catalyst class is: 11. Reactant: [OH:1][CH2:2][CH2:3][C:4]([C:7]1[CH:12]=[CH:11][C:10]([O:13][CH3:14])=[CH:9][C:8]=1[OH:15])([CH3:6])[CH3:5].C1(C)C=CC(S(O)(=O)=O)=CC=1. Product: [CH3:14][O:13][C:10]1[CH:9]=[C:8]2[C:7]([C:4]([CH3:6])([CH3:5])[CH2:3][C:2](=[O:1])[O:15]2)=[CH:12][CH:11]=1. (2) Reactant: [Cl:1][C:2]1[CH:3]=[CH:4][C:5](/[CH:10]=[CH:11]/[C:12]2[CH:17]=[CH:16][C:15]([Cl:18])=[CH:14][C:13]=2[F:19])=[C:6]([CH:9]=1)[C:7]#[N:8]. Product: [Cl:1][C:2]1[CH:3]=[CH:4][C:5]([CH2:10][CH2:11][C:12]2[CH:17]=[CH:16][C:15]([Cl:18])=[CH:14][C:13]=2[F:19])=[C:6]([CH:9]=1)[C:7]#[N:8]. The catalyst class is: 123. (3) Reactant: [Si]([O:8][CH2:9][C@H:10]1[CH2:14][CH2:13][CH2:12][N:11]1[C:15]1[CH:20]=[CH:19][CH:18]=[C:17]([CH3:21])[CH:16]=1)(C(C)(C)C)(C)C.[F-].C([N+](CCCC)(CCCC)CCCC)CCC. Product: [CH3:21][C:17]1[CH:16]=[C:15]([N:11]2[CH2:12][CH2:13][CH2:14][C@@H:10]2[CH2:9][OH:8])[CH:20]=[CH:19][CH:18]=1. The catalyst class is: 1. (4) Reactant: Br[C:2]1[C:9]([F:10])=[C:8]([F:11])[C:5]([C:6]#[N:7])=[C:4]([F:12])[C:3]=1[F:13].[F:14][C:15]([F:26])([F:25])[C:16]1[CH:21]=[CH:20][C:19](B(O)O)=[CH:18][CH:17]=1.C(=O)([O-])[O-].[Cs+].[Cs+]. Product: [F:13][C:3]1[C:4]([F:12])=[C:5]([C:6]#[N:7])[C:8]([F:11])=[C:9]([F:10])[C:2]=1[C:19]1[CH:20]=[CH:21][C:16]([C:15]([F:26])([F:25])[F:14])=[CH:17][CH:18]=1. The catalyst class is: 109. (5) The catalyst class is: 4. Reactant: [O:1]=[C:2]([N:34]1[CH2:39][CH2:38][NH:37][CH2:36][CH2:35]1)[CH2:3][NH:4][C:5]([C:7]1[CH:11]=[C:10]([O:12][CH2:13][C:14]([N:16]2[CH2:20][CH2:19][CH2:18][C@H:17]2[C:21](=[O:27])[NH:22][CH:23]2[CH2:26][CH2:25][CH2:24]2)=[O:15])[N:9]([C:28]2[CH:33]=[CH:32][CH:31]=[CH:30][CH:29]=2)[N:8]=1)=[O:6].C(N(CC)CC)C.[CH3:47][O:48][CH2:49][CH2:50][O:51][C:52](Cl)=[O:53]. Product: [CH3:47][O:48][CH2:49][CH2:50][O:51][C:52]([N:37]1[CH2:38][CH2:39][N:34]([C:2](=[O:1])[CH2:3][NH:4][C:5]([C:7]2[CH:11]=[C:10]([O:12][CH2:13][C:14]([N:16]3[CH2:20][CH2:19][CH2:18][C@H:17]3[C:21](=[O:27])[NH:22][CH:23]3[CH2:24][CH2:25][CH2:26]3)=[O:15])[N:9]([C:28]3[CH:29]=[CH:30][CH:31]=[CH:32][CH:33]=3)[N:8]=2)=[O:6])[CH2:35][CH2:36]1)=[O:53]. (6) Reactant: [Cl:1][C:2]1[CH:11]=[C:10]([C:12](=O)[CH3:13])[C:9]([N:15]2[CH2:19][CH2:18][CH:17]([O:20][CH3:21])[CH2:16]2)=[C:8]2[C:3]=1[CH:4]=[CH:5][CH:6]=[N:7]2.C([O-])(=O)C.[NH4+].C([BH3-])#[N:28].[Na+].O1CCCC1. Product: [Cl:1][C:2]1[CH:11]=[C:10]([CH:12]([NH2:28])[CH3:13])[C:9]([N:15]2[CH2:19][CH2:18][CH:17]([O:20][CH3:21])[CH2:16]2)=[C:8]2[C:3]=1[CH:4]=[CH:5][CH:6]=[N:7]2. The catalyst class is: 449.